From a dataset of Reaction yield outcomes from USPTO patents with 853,638 reactions. Predict the reaction yield, written as a fraction of the theoretical maximum amount of product (1.0 means a 100% yield; for example, 0.34 means a 34% yield). (1) The reactants are C([N:8]1[CH2:17][CH2:16][C:15]2[C:14]([NH:18][C:19]3[CH:24]=[CH:23][C:22]([C:25]([F:28])([F:27])[F:26])=[CH:21][CH:20]=3)=[N:13][CH:12]=[N:11][C:10]=2[CH2:9]1)C1C=CC=CC=1. The catalyst is CO.[OH-].[Pd+2].[OH-]. The yield is 0.870. The product is [F:28][C:25]([F:26])([F:27])[C:22]1[CH:21]=[CH:20][C:19]([NH:18][C:14]2[C:15]3[CH2:16][CH2:17][NH:8][CH2:9][C:10]=3[N:11]=[CH:12][N:13]=2)=[CH:24][CH:23]=1. (2) The reactants are [NH2:1][C:2]1[CH:3]=[N:4][O:5][CH:6]=1.N1C=CC=CC=1.Cl[C:14]([O:16][C:17]1[CH:22]=[CH:21][CH:20]=[CH:19][CH:18]=1)=[O:15]. The catalyst is C1COCC1.C(OCC)(=O)C. The product is [O:5]1[CH:6]=[C:2]([NH:1][C:14](=[O:15])[O:16][C:17]2[CH:22]=[CH:21][CH:20]=[CH:19][CH:18]=2)[CH:3]=[N:4]1. The yield is 0.500. (3) The reactants are [H-].[Al+3].[Li+].[H-].[H-].[H-].[CH2:7]([N:14]1[C:18](=O)[CH2:17][C:16]([CH2:29][C:30]2[CH:35]=[CH:34][CH:33]=[CH:32][CH:31]=2)([C:20]2[CH:21]=[C:22]3[C:26](=[CH:27][CH:28]=2)[NH:25][CH:24]=[CH:23]3)[C:15]1=O)[C:8]1[CH:13]=[CH:12][CH:11]=[CH:10][CH:9]=1. The catalyst is C1COCC1. The product is [CH2:7]([N:14]1[CH2:18][CH2:17][C:16]([C:20]2[CH:21]=[C:22]3[C:26](=[CH:27][CH:28]=2)[NH:25][CH:24]=[CH:23]3)([CH2:29][C:30]2[CH:35]=[CH:34][CH:33]=[CH:32][CH:31]=2)[CH2:15]1)[C:8]1[CH:13]=[CH:12][CH:11]=[CH:10][CH:9]=1. The yield is 0.900. (4) The reactants are [F-].C([N+](CCCC)(CCCC)CCCC)CCC.[Si]([O:26][CH2:27][C@@H:28]1[C:36]2[C:31](=[CH:32][CH:33]=[CH:34][CH:35]=2)[CH2:30][C@H:29]1[NH:37][C:38](=[O:44])[O:39][C:40]([CH3:43])([CH3:42])[CH3:41])(C(C)(C)C)(C)C. The catalyst is C1COCC1. The product is [OH:26][CH2:27][C@@H:28]1[C:36]2[C:31](=[CH:32][CH:33]=[CH:34][CH:35]=2)[CH2:30][C@H:29]1[NH:37][C:38](=[O:44])[O:39][C:40]([CH3:42])([CH3:41])[CH3:43]. The yield is 0.540. (5) The catalyst is O1CCCC1. The product is [OH:33][CH:32]([C:29]1[CH:30]=[CH:31][N:26]=[CH:27][CH:28]=1)[C:18]1[CH:19]=[C:20]([CH:23]=[CH:24][CH:25]=1)[C:21]#[N:22]. The yield is 0.270. The reactants are CN(C)CCOCCN(C)C.C([Mg]Cl)(C)C.I[C:18]1[CH:19]=[C:20]([CH:23]=[CH:24][CH:25]=1)[C:21]#[N:22].[N:26]1[CH:31]=[CH:30][C:29]([CH:32]=[O:33])=[CH:28][CH:27]=1. (6) The reactants are Br[C:2]1[CH:3]=[CH:4][C:5]2[O:11][CH2:10][CH2:9][N:8]([C:12]([N:14]3[CH2:19][CH2:18][CH:17]([CH:20]([F:22])[F:21])[CH2:16][CH2:15]3)=[O:13])[CH2:7][C:6]=2[CH:23]=1.CC1(C)C(C)(C)OB([C:32]2[CH:37]=[CH:36][C:35]([C:38]3[NH:39][CH:40]=[CH:41][N:42]=3)=[CH:34][CH:33]=2)O1.C(=O)([O-])[O-].[Cs+].[Cs+]. The catalyst is O1CCOCC1.O. The product is [F:21][CH:20]([F:22])[CH:17]1[CH2:18][CH2:19][N:14]([C:12]([N:8]2[CH2:7][C:6]3[CH:23]=[C:2]([C:32]4[CH:37]=[CH:36][C:35]([C:38]5[NH:42][CH:41]=[CH:40][N:39]=5)=[CH:34][CH:33]=4)[CH:3]=[CH:4][C:5]=3[O:11][CH2:10][CH2:9]2)=[O:13])[CH2:15][CH2:16]1. The yield is 0.0400. (7) The reactants are [Cl:1][C:2]1[CH:3]=[CH:4][C:5]([NH2:9])=[N:6][C:7]=1[Cl:8].[C:10](N1C=CC=CC1=O)(N1C=CC=CC1=O)=[S:11]. The yield is 0.810. The product is [Cl:8][C:7]1[C:2]([Cl:1])=[CH:3][CH:4]=[C:5]([N:9]=[C:10]=[S:11])[N:6]=1. The catalyst is ClCCl.C(OCC)(=O)C.CCCCCC.